Regression. Given a peptide amino acid sequence and an MHC pseudo amino acid sequence, predict their binding affinity value. This is MHC class II binding data. From a dataset of Peptide-MHC class II binding affinity with 134,281 pairs from IEDB. The peptide sequence is NNLMMIEQYPYVVIM. The MHC is DRB3_0202 with pseudo-sequence DRB3_0202. The binding affinity (normalized) is 0.433.